This data is from Full USPTO retrosynthesis dataset with 1.9M reactions from patents (1976-2016). The task is: Predict the reactants needed to synthesize the given product. (1) Given the product [CH3:30][N:29]([CH3:31])[C:20]1([C:23]2[CH:24]=[CH:25][CH:26]=[CH:27][CH:28]=2)[CH2:21][CH2:22][CH:17]([CH:8]([OH:7])[CH2:9][O:10][C:11]2[CH:12]=[CH:13][CH:14]=[CH:15][CH:16]=2)[CH2:18][CH2:19]1, predict the reactants needed to synthesize it. The reactants are: Cl.C(OC([O:7][CH:8]([CH:17]1[CH2:22][CH2:21][C:20]([N:29]([CH3:31])[CH3:30])([C:23]2[CH:28]=[CH:27][CH:26]=[CH:25][CH:24]=2)[CH2:19][CH2:18]1)[CH2:9][O:10][C:11]1[CH:16]=[CH:15][CH:14]=[CH:13][CH:12]=1)C)C.[OH-].[Na+]. (2) Given the product [F:1][C:2]1[CH:3]=[CH:4][C:5]([C:8]2[O:9][C:10]3[CH:20]=[C:19]([N+:21]([O-:23])=[O:22])[C:18]([OH:24])=[CH:17][C:11]=3[C:12]=2[C:13]([O:15][CH3:16])=[O:14])=[CH:6][CH:7]=1, predict the reactants needed to synthesize it. The reactants are: [F:1][C:2]1[CH:7]=[CH:6][C:5]([C:8]2[O:9][C:10]3[CH:20]=[C:19]([N+:21]([O-:23])=[O:22])[C:18]([O:24]C(C)C)=[CH:17][C:11]=3[C:12]=2[C:13]([O:15][CH3:16])=[O:14])=[CH:4][CH:3]=1.B(Cl)(Cl)Cl. (3) Given the product [C:1]([O:5][C:6]([N:8]1[CH2:9][CH2:10][CH:11]([CH:14]([C:16]2[CH:21]=[CH:20][C:19]([Br:22])=[CH:18][CH:17]=2)[O:15][C:28]2[CH:29]=[CH:30][CH:31]=[C:26]([F:25])[N:27]=2)[CH2:12][CH2:13]1)=[O:7])([CH3:4])([CH3:2])[CH3:3], predict the reactants needed to synthesize it. The reactants are: [C:1]([O:5][C:6]([N:8]1[CH2:13][CH2:12][CH:11]([CH:14]([C:16]2[CH:21]=[CH:20][C:19]([Br:22])=[CH:18][CH:17]=2)[OH:15])[CH2:10][CH2:9]1)=[O:7])([CH3:4])([CH3:3])[CH3:2].[H-].[Na+].[F:25][C:26]1[CH:31]=[CH:30][CH:29]=[C:28](F)[N:27]=1. (4) Given the product [CH3:8][S:9]([C:11]1[CH:16]=[C:15]([C:17]2[S:18][C:19]3[CH:27]=[CH:26][CH:25]=[CH:24][C:20]=3[C:21](=[O:23])[N:22]=2)[N:14]=[C:13]([CH2:28][CH2:29][C:30]([OH:32])=[O:31])[CH:12]=1)=[O:10], predict the reactants needed to synthesize it. The reactants are: FC(F)(F)C(O)=O.[CH3:8][S:9]([C:11]1[CH:16]=[C:15]([C:17]2[S:18][C:19]3[CH:27]=[CH:26][CH:25]=[CH:24][C:20]=3[C:21](=[O:23])[N:22]=2)[N:14]=[C:13]([CH2:28][CH2:29][C:30]([O:32]C(C)(C)C)=[O:31])[CH:12]=1)=[O:10].C(OC(C)C)(C)C. (5) Given the product [CH2:1]([O:3][C:4](=[O:26])[C@@H:5]([NH:18][C:19]([O:21][C:22]([CH3:25])([CH3:24])[CH3:23])=[O:20])[CH2:6][CH2:7][C:8]([OH:10])=[O:9])[CH3:2], predict the reactants needed to synthesize it. The reactants are: [CH2:1]([O:3][C:4](=[O:26])[C@@H:5]([NH:18][C:19]([O:21][C:22]([CH3:25])([CH3:24])[CH3:23])=[O:20])[CH2:6][CH2:7][C:8]([O:10]CC1C=CC=CC=1)=[O:9])[CH3:2]. (6) Given the product [C:1]([C:4]1[CH:20]=[CH:19][C:7]2[CH2:8][CH2:9][N:10]([C:13](=[O:18])[C:14]([F:17])([F:15])[F:16])[CH2:11][CH2:12][C:6]=2[C:5]=1[OH:22])(=[O:3])[CH3:2], predict the reactants needed to synthesize it. The reactants are: [C:1]([C:4]1[CH:20]=[C:19](Br)[C:7]2[CH2:8][CH2:9][N:10]([C:13](=[O:18])[C:14]([F:17])([F:16])[F:15])[CH2:11][CH2:12][C:6]=2[C:5]=1[OH:22])(=[O:3])[CH3:2].C([O-])=O.[Na+]. (7) Given the product [NH2:23][CH2:21][CH2:22][CH2:17][CH2:18][CH2:19][C:20]([NH:25][NH:24][C:7](=[O:9])[C@H:2]([NH:1][C:10]([O:12][C:13]([CH3:16])([CH3:15])[CH3:14])=[O:11])[CH2:3][CH2:4][CH2:5][CH3:6])=[O:34], predict the reactants needed to synthesize it. The reactants are: [NH:1]([C:10]([O:12][C:13]([CH3:16])([CH3:15])[CH3:14])=[O:11])[C@@H:2]([C:7]([OH:9])=O)[CH2:3][CH2:4][CH2:5][CH3:6].[CH:17]1[CH:18]=[CH:19][C:20]2[N:25](O)[N:24]=[N:23][C:21]=2[CH:22]=1.CN(C([O:34]N1N=NC2C=CC=CC1=2)=[N+](C)C)C.F[P-](F)(F)(F)(F)F.CCN(CC)CC. (8) Given the product [F:19][C:11]1[C:12]([N:14]2[CH2:18][CH2:17][CH2:16][CH2:15]2)=[CH:13][C:8]2[N:7]=[C:23]([C:25]3[CH:30]=[CH:29][N:28]=[C:27]([C:31]#[N:32])[CH:26]=3)[CH2:22][C:21](=[O:33])[NH:20][C:9]=2[CH:10]=1, predict the reactants needed to synthesize it. The reactants are: C(OC(=O)[NH:7][C:8]1[CH:13]=[C:12]([N:14]2[CH2:18][CH2:17][CH2:16][CH2:15]2)[C:11]([F:19])=[CH:10][C:9]=1[NH:20][C:21](=[O:33])[CH2:22][C:23]([C:25]1[CH:30]=[CH:29][N:28]=[C:27]([C:31]#[N:32])[CH:26]=1)=O)(C)(C)C.C(O)(C(F)(F)F)=O. (9) Given the product [C:6]([C:7]1([OH:17])[CH2:16][CH2:15][C:10]2([O:11][CH2:12][CH2:13][O:14]2)[CH2:9][CH2:8]1)#[CH:5], predict the reactants needed to synthesize it. The reactants are: C[Si]([C:5]#[C:6][C:7]1([OH:17])[CH2:16][CH2:15][C:10]2([O:14][CH2:13][CH2:12][O:11]2)[CH2:9][CH2:8]1)(C)C.C(=O)([O-])[O-].[K+].[K+].CO. (10) Given the product [CH:1]1[C:10]2[C:5](=[CH:6][CH:7]=[CH:8][CH:9]=2)[CH:4]=[CH:3][C:2]=1[C:11](=[O:19])[CH2:13][CH3:14], predict the reactants needed to synthesize it. The reactants are: [CH:1]1[C:10]2[C:5](=[CH:6][CH:7]=[CH:8][CH:9]=2)[CH:4]=[CH:3][C:2]=1[C:11]#N.[CH2:13]([Mg]Cl)[CH3:14].CC[O:19]CC.